Dataset: Peptide-MHC class I binding affinity with 185,985 pairs from IEDB/IMGT. Task: Regression. Given a peptide amino acid sequence and an MHC pseudo amino acid sequence, predict their binding affinity value. This is MHC class I binding data. (1) The peptide sequence is NIVFSPFGY. The MHC is HLA-A02:06 with pseudo-sequence HLA-A02:06. The binding affinity (normalized) is 0.255. (2) The peptide sequence is KEKGPIFRD. The MHC is HLA-B15:01 with pseudo-sequence HLA-B15:01. The binding affinity (normalized) is 0.0847. (3) The peptide sequence is LPAMCNVYI. The MHC is HLA-B35:01 with pseudo-sequence HLA-B35:01. The binding affinity (normalized) is 0.352.